From a dataset of NCI-60 drug combinations with 297,098 pairs across 59 cell lines. Regression. Given two drug SMILES strings and cell line genomic features, predict the synergy score measuring deviation from expected non-interaction effect. (1) Drug 1: CNC(=O)C1=CC=CC=C1SC2=CC3=C(C=C2)C(=NN3)C=CC4=CC=CC=N4. Drug 2: CCC1(CC2CC(C3=C(CCN(C2)C1)C4=CC=CC=C4N3)(C5=C(C=C6C(=C5)C78CCN9C7C(C=CC9)(C(C(C8N6C=O)(C(=O)OC)O)OC(=O)C)CC)OC)C(=O)OC)O.OS(=O)(=O)O. Cell line: LOX IMVI. Synergy scores: CSS=43.4, Synergy_ZIP=-0.661, Synergy_Bliss=0.204, Synergy_Loewe=-54.1, Synergy_HSA=2.22. (2) Cell line: HCC-2998. Drug 1: C1=CN(C=N1)CC(O)(P(=O)(O)O)P(=O)(O)O. Drug 2: CS(=O)(=O)OCCCCOS(=O)(=O)C. Synergy scores: CSS=3.16, Synergy_ZIP=-3.59, Synergy_Bliss=-2.10, Synergy_Loewe=-4.02, Synergy_HSA=-2.95. (3) Drug 1: C1CNP(=O)(OC1)N(CCCl)CCCl. Drug 2: C(CCl)NC(=O)N(CCCl)N=O. Cell line: UO-31. Synergy scores: CSS=4.18, Synergy_ZIP=0.310, Synergy_Bliss=2.31, Synergy_Loewe=4.23, Synergy_HSA=2.23. (4) Drug 1: C1=NC2=C(N1)C(=S)N=CN2. Drug 2: CCCCCOC(=O)NC1=NC(=O)N(C=C1F)C2C(C(C(O2)C)O)O. Cell line: SNB-19. Synergy scores: CSS=-0.646, Synergy_ZIP=1.95, Synergy_Bliss=1.91, Synergy_Loewe=-2.70, Synergy_HSA=-3.04. (5) Drug 1: CCCCCOC(=O)NC1=NC(=O)N(C=C1F)C2C(C(C(O2)C)O)O. Drug 2: CC(C)CN1C=NC2=C1C3=CC=CC=C3N=C2N. Cell line: HOP-62. Synergy scores: CSS=-1.93, Synergy_ZIP=4.02, Synergy_Bliss=9.09, Synergy_Loewe=-2.48, Synergy_HSA=1.53. (6) Drug 1: CCC1=CC2CC(C3=C(CN(C2)C1)C4=CC=CC=C4N3)(C5=C(C=C6C(=C5)C78CCN9C7C(C=CC9)(C(C(C8N6C)(C(=O)OC)O)OC(=O)C)CC)OC)C(=O)OC.C(C(C(=O)O)O)(C(=O)O)O. Drug 2: CC(C)CN1C=NC2=C1C3=CC=CC=C3N=C2N. Cell line: SK-MEL-5. Synergy scores: CSS=30.0, Synergy_ZIP=0.318, Synergy_Bliss=4.67, Synergy_Loewe=-18.0, Synergy_HSA=2.45. (7) Drug 1: C1=CC(=C2C(=C1NCCNCCO)C(=O)C3=C(C=CC(=C3C2=O)O)O)NCCNCCO. Drug 2: C1CN(CCN1C(=O)CCBr)C(=O)CCBr. Cell line: LOX IMVI. Synergy scores: CSS=45.9, Synergy_ZIP=-5.09, Synergy_Bliss=-4.28, Synergy_Loewe=-1.30, Synergy_HSA=0.911. (8) Synergy scores: CSS=8.37, Synergy_ZIP=-0.342, Synergy_Bliss=5.71, Synergy_Loewe=5.04, Synergy_HSA=5.25. Drug 1: CN1C2=C(C=C(C=C2)N(CCCl)CCCl)N=C1CCCC(=O)O.Cl. Cell line: SN12C. Drug 2: C(CN)CNCCSP(=O)(O)O. (9) Drug 1: CCCCC(=O)OCC(=O)C1(CC(C2=C(C1)C(=C3C(=C2O)C(=O)C4=C(C3=O)C=CC=C4OC)O)OC5CC(C(C(O5)C)O)NC(=O)C(F)(F)F)O. Drug 2: CC(C)(C#N)C1=CC(=CC(=C1)CN2C=NC=N2)C(C)(C)C#N. Cell line: 786-0. Synergy scores: CSS=42.5, Synergy_ZIP=-3.02, Synergy_Bliss=-1.94, Synergy_Loewe=-4.24, Synergy_HSA=-4.14. (10) Drug 1: C1CC(=O)NC(=O)C1N2CC3=C(C2=O)C=CC=C3N. Drug 2: CC1=C2C(C(=O)C3(C(CC4C(C3C(C(C2(C)C)(CC1OC(=O)C(C(C5=CC=CC=C5)NC(=O)OC(C)(C)C)O)O)OC(=O)C6=CC=CC=C6)(CO4)OC(=O)C)O)C)O. Cell line: HOP-92. Synergy scores: CSS=34.7, Synergy_ZIP=-2.47, Synergy_Bliss=3.33, Synergy_Loewe=-38.8, Synergy_HSA=5.92.